From a dataset of Full USPTO retrosynthesis dataset with 1.9M reactions from patents (1976-2016). Predict the reactants needed to synthesize the given product. (1) Given the product [Cl:1][C:2]1[C:11]2[O:10][CH2:9][CH2:8][N:7]([CH3:12])[C:6]=2[C:5]2=[N:13][N:14]=[C:15]([C:16]3[CH:21]=[CH:20][C:19]([OH:22])=[CH:18][CH:17]=3)[N:4]2[N:3]=1, predict the reactants needed to synthesize it. The reactants are: [Cl:1][C:2]1[C:11]2[O:10][CH2:9][CH2:8][N:7]([CH3:12])[C:6]=2[C:5]2=[N:13][N:14]=[C:15]([C:16]3[CH:21]=[CH:20][C:19]([O:22]C)=[CH:18][CH:17]=3)[N:4]2[N:3]=1. (2) Given the product [Cl:29][C:30]1[CH:35]=[C:34]([CH2:36][N:6]2[C:2]([CH3:1])=[N:3][C:4]([C:7]3[O:11][N:10]=[C:9]([C:12]4[CH:13]=[CH:14][C:15]([O:18][C:19]([F:22])([F:20])[F:21])=[CH:16][CH:17]=4)[N:8]=3)=[N:5]2)[CH:33]=[CH:32][N:31]=1, predict the reactants needed to synthesize it. The reactants are: [CH3:1][C:2]1[NH:6][N:5]=[C:4]([C:7]2[O:11][N:10]=[C:9]([C:12]3[CH:17]=[CH:16][C:15]([O:18][C:19]([F:22])([F:21])[F:20])=[CH:14][CH:13]=3)[N:8]=2)[N:3]=1.C([O-])([O-])=O.[Cs+].[Cs+].[Cl:29][C:30]1[CH:35]=[C:34]([CH2:36]Cl)[CH:33]=[CH:32][N:31]=1. (3) Given the product [CH:3]1[C:12]2[C:7](=[CH:8][CH:9]=[CH:10][CH:11]=2)[CH:6]=[C:5]([C:13]2[O:15][C:16]3[C:19]([C:24](=[O:26])[CH:25]=2)=[CH:18][CH:23]=[CH:22][CH:21]=3)[N:4]=1, predict the reactants needed to synthesize it. The reactants are: [H-].[Na+].[CH:3]1[C:12]2[C:7](=[CH:8][CH:9]=[CH:10][CH:11]=2)[CH:6]=[C:5]([C:13]([O:15][CH3:16])=O)[N:4]=1.O[C:18]1[CH:23]=[CH:22][CH:21]=C[C:19]=1[C:24](=[O:26])[CH3:25].Cl. (4) Given the product [N:6]1[C:5]2[CH:7]=[CH:8][CH:9]=[CH:10][C:4]=2[NH:3][C:2]=1[NH:11][C:12]1[CH:17]=[CH:16][CH:15]=[CH:14][C:13]=1[C:18]1[CH:19]=[CH:20][CH:21]=[CH:22][CH:23]=1, predict the reactants needed to synthesize it. The reactants are: Cl[C:2]1[NH:3][C:4]2[CH:10]=[CH:9][CH:8]=[CH:7][C:5]=2[N:6]=1.[NH2:11][C:12]1[CH:17]=[CH:16][CH:15]=[CH:14][C:13]=1[C:18]1[CH:23]=[CH:22][CH:21]=[CH:20][CH:19]=1. (5) Given the product [C:7]1([CH2:2][CH2:1][CH:8]2[C:12]3[CH:13]=[C:14]([CH2:17][OH:19])[CH:15]=[CH:16][C:11]=3[O:10][CH2:9]2)[CH:6]=[CH:5][CH:4]=[CH:3][CH:22]=1, predict the reactants needed to synthesize it. The reactants are: [CH2:1]([CH:8]1[C:12]2[CH:13]=[C:14]([C:17]([O:19]CC)=O)[CH:15]=[CH:16][C:11]=2[O:10][CH2:9]1)[C:2]1[CH:7]=[CH:6][CH:5]=[CH:4][CH:3]=1.[CH2:22](C1C2C=C(CO)C=CC=2OC1)C1C=CC=CC=1. (6) Given the product [CH3:1][C:2]1[NH:3][C:4]([CH3:14])=[CH:5][C:6]=1/[CH:7]=[CH:8]/[C:9]([OH:11])=[O:10], predict the reactants needed to synthesize it. The reactants are: [CH3:1][C:2]1[NH:3][C:4]([CH3:14])=[CH:5][C:6]=1/[CH:7]=[CH:8]/[C:9]([O:11]CC)=[O:10].C(C1NC(/C=C/C(O)=O)=C(C)N=1)C.[OH-].[Li+]. (7) The reactants are: Br[CH2:2][C:3]1[CH:8]=[C:7]([F:9])[CH:6]=[CH:5][C:4]=1[C:10]([CH3:20])([CH3:19])[CH2:11][C@:12]1([C:15]([F:18])([F:17])[F:16])[CH2:14][O:13]1.[C:21]([O-:24])(=[O:23])[CH3:22].[Na+].C(=O)(O)[O-].[Na+]. Given the product [CH3:19][C:10]([C:4]1[CH:5]=[CH:6][C:7]([F:9])=[CH:8][C:3]=1[CH2:2][O:24][C:21](=[O:23])[CH3:22])([CH3:20])[CH2:11][C@:12]1([C:15]([F:18])([F:17])[F:16])[CH2:14][O:13]1, predict the reactants needed to synthesize it. (8) Given the product [C:14]([NH:18][C:19]([NH:1][CH:2]([CH2:5][C:6]1[CH:11]=[CH:10][N:9]=[CH:8][C:7]=1[O:12][CH3:13])[CH2:3][OH:4])=[S:20])([CH3:17])([CH3:16])[CH3:15], predict the reactants needed to synthesize it. The reactants are: [NH2:1][CH:2]([CH2:5][C:6]1[CH:11]=[CH:10][N:9]=[CH:8][C:7]=1[O:12][CH3:13])[CH2:3][OH:4].[C:14]([N:18]=[C:19]=[S:20])([CH3:17])([CH3:16])[CH3:15]. (9) Given the product [CH:1]1([N:4]2[C:10]([C:11]([O:13][CH2:14][CH3:15])=[O:12])=[CH:9][CH:8]=[N:5]2)[CH2:3][CH2:2]1, predict the reactants needed to synthesize it. The reactants are: [CH:1]1([NH:4][NH2:5])[CH2:3][CH2:2]1.CN(C)[CH:8]=[CH:9][C:10](=O)[C:11]([O:13][CH2:14][CH3:15])=[O:12]. (10) Given the product [C:18]([O:6][C:5]1[CH:7]=[CH:8][CH:9]=[C:10]([O:11][CH3:13])[C:4]=1[N+:1]([O-:3])=[O:2])(=[O:20])[CH3:19], predict the reactants needed to synthesize it. The reactants are: [N+:1]([C:4]1[C:10]([OH:11])=[CH:9][CH:8]=[CH:7][C:5]=1[OH:6])([O-:3])=[O:2].N1C=CC=C[CH:13]=1.[C:18](OC(=O)C)(=[O:20])[CH3:19].